From a dataset of Peptide-MHC class II binding affinity with 134,281 pairs from IEDB. Regression. Given a peptide amino acid sequence and an MHC pseudo amino acid sequence, predict their binding affinity value. This is MHC class II binding data. (1) The peptide sequence is VLNRKTFEREYPTIK. The MHC is DRB3_0301 with pseudo-sequence DRB3_0301. The binding affinity (normalized) is 0.361. (2) The peptide sequence is EKKYFAATLFEPLAA. The MHC is DRB1_1602 with pseudo-sequence DRB1_1602. The binding affinity (normalized) is 0.596. (3) The peptide sequence is FKPFAEYKSDYVYEP. The MHC is DRB1_1602 with pseudo-sequence DRB1_1602. The binding affinity (normalized) is 0.657.